Dataset: Catalyst prediction with 721,799 reactions and 888 catalyst types from USPTO. Task: Predict which catalyst facilitates the given reaction. Product: [C:5]([O:9][C:10](=[O:27])[C@@H:11]([NH:19][C:20]([O:22][C:23]([CH3:26])([CH3:25])[CH3:24])=[O:21])[CH2:12][CH:13]([S:16][S:17][CH3:18])[CH2:14][N:1]=[N+:2]=[N-:3])([CH3:8])([CH3:6])[CH3:7]. Reactant: [N-:1]=[N+:2]=[N-:3].[Na+].[C:5]([O:9][C:10](=[O:27])[C@@H:11]([NH:19][C:20]([O:22][C:23]([CH3:26])([CH3:25])[CH3:24])=[O:21])[CH2:12][CH:13]([S:16][S:17][CH3:18])[CH2:14]Br)([CH3:8])([CH3:7])[CH3:6]. The catalyst class is: 9.